This data is from Forward reaction prediction with 1.9M reactions from USPTO patents (1976-2016). The task is: Predict the product of the given reaction. (1) Given the reactants [OH:1][B:2]1[CH:7]([NH:8][C:9](=[O:15])[CH2:10][NH:11][C:12]([NH2:14])=[O:13])[CH2:6][C:5]2[CH:16]=[CH:17][CH:18]=[C:19]([C:20]([OH:22])=[O:21])[C:4]=2[O:3]1.[CH2:23](O)[CH3:24], predict the reaction product. The product is: [CH2:23]([O:21][C:20]([C:19]1[C:4]2[O:3][B:2]([OH:1])[C@@H:7]([NH:8][C:9](=[O:15])[CH2:10][NH:11][C:12]([NH2:14])=[O:13])[CH2:6][C:5]=2[CH:16]=[CH:17][CH:18]=1)=[O:22])[CH3:24]. (2) Given the reactants [CH3:1][N:2]1[C:6]2=[N:7][CH:8]=[CH:9][CH:10]=[C:5]2[C:4]([CH2:11][CH2:12][NH2:13])=[CH:3]1.[CH2:14]=O, predict the reaction product. The product is: [CH3:1][N:2]1[C:6]2=[N:7][CH:8]=[CH:9][CH:10]=[C:5]2[C:4]2[CH2:11][CH2:12][NH:13][CH2:14][C:3]1=2.